Dataset: Forward reaction prediction with 1.9M reactions from USPTO patents (1976-2016). Task: Predict the product of the given reaction. (1) The product is: [CH3:7][C:4]1[N:3]([C:8]2[CH:9]=[C:10]([C:14]([O:20][CH3:23])([CH3:19])[C:15]([F:18])([F:17])[F:16])[N:11]([CH3:13])[N:12]=2)[C:2]([CH3:1])=[CH:6][CH:5]=1. Given the reactants [CH3:1][C:2]1[N:3]([C:8]2[CH:9]=[C:10]([C:14]([OH:20])([CH3:19])[C:15]([F:18])([F:17])[F:16])[N:11]([CH3:13])[N:12]=2)[C:4]([CH3:7])=[CH:5][CH:6]=1.[H-].[Na+].[CH3:23]I, predict the reaction product. (2) The product is: [NH2:6][C@:5]1([C:11]2[CH:12]=[C:13]([CH:16]=[CH:17][CH:18]=2)[C:14]#[N:15])[C@H:4]([CH2:8][OH:7])[CH2:3][C@H:2]([CH3:1])[O:10][CH2:9]1. Given the reactants [CH3:1][C@@H:2]1[O:10][CH2:9][C@:5]2([C:11]3[CH:12]=[C:13]([CH:16]=[CH:17][CH:18]=3)[C:14]#[N:15])[NH:6][O:7][CH2:8][C@@H:4]2[CH2:3]1.N[C@]1(C2C=C(C=CC=2Cl)C#N)[C@H](CO)C[C@H](C)OC1, predict the reaction product. (3) Given the reactants [NH2:1][C:2]1[CH:3]=[C:4]([N:11]2[CH2:16][CH2:15][N:14]([C:17]([O:19][C:20]([CH3:23])([CH3:22])[CH3:21])=[O:18])[CH2:13][CH2:12]2)[CH:5]=[CH:6][C:7]=1[N+:8]([O-])=O.[H][H], predict the reaction product. The product is: [NH2:1][C:2]1[CH:3]=[C:4]([N:11]2[CH2:16][CH2:15][N:14]([C:17]([O:19][C:20]([CH3:23])([CH3:22])[CH3:21])=[O:18])[CH2:13][CH2:12]2)[CH:5]=[CH:6][C:7]=1[NH2:8]. (4) Given the reactants [CH2:1]([O:3][C:4]([C:6]1[N:7]([N:18]2C(=O)C3C(=CC=CC=3)C2=O)[CH:8]=[C:9]([C:13]([O:15][CH2:16][CH3:17])=[O:14])[C:10]=1[O:11][CH3:12])=[O:5])[CH3:2].NN, predict the reaction product. The product is: [CH2:1]([O:3][C:4]([C:6]1[N:7]([NH2:18])[CH:8]=[C:9]([C:13]([O:15][CH2:16][CH3:17])=[O:14])[C:10]=1[O:11][CH3:12])=[O:5])[CH3:2]. (5) Given the reactants Br[C:2]1[CH:28]=[CH:27][C:5]2[NH:6][C:7]([C@H:9]3[N:14]4[C:15](=[O:26])[C@@H:16]([NH:21][C:22](=[O:25])[O:23][CH3:24])[CH2:17][CH2:18][C:19](=[O:20])[N:13]4[CH2:12][CH2:11][CH2:10]3)=[N:8][C:4]=2[CH:3]=1.[CH3:29][CH:30]([CH3:64])[C@H:31]([NH:59][C:60](=[O:63])[O:61][CH3:62])[C:32](=[O:58])[N:33]1[CH2:37][CH2:36][CH2:35][C@H:34]1[C:38]1[NH:39][CH:40]=[C:41]([C:43]2[CH:48]=[CH:47][C:46](B3OC(C)(C)C(C)(C)O3)=[CH:45][CH:44]=2)[N:42]=1.C(=O)(O)[O-].[Na+], predict the reaction product. The product is: [CH3:24][O:23][C:22](=[O:25])[NH:21][C@H:16]1[CH2:17][CH2:18][C:19](=[O:20])[N:13]2[CH2:12][CH2:11][CH2:10][C@@H:9]([C:7]3[NH:8][C:4]4[CH:3]=[CH:2][C:28]([C:46]5[CH:45]=[CH:44][C:43]([C:41]6[NH:42][C:38]([C@@H:34]7[CH2:35][CH2:36][CH2:37][N:33]7[C:32](=[O:58])[C@@H:31]([NH:59][C:60]([O:61][CH3:62])=[O:63])[CH:30]([CH3:64])[CH3:29])=[N:39][CH:40]=6)=[CH:48][CH:47]=5)=[CH:27][C:5]=4[N:6]=3)[N:14]2[C:15]1=[O:26]. (6) Given the reactants FC(F)(F)C(O)=O.[F:8][C:9]1[CH:14]=[CH:13][C:12]([S:15]([C:18]([C:20]2[CH:25]=[CH:24][C:23]([C:26]([F:35])([C:31]([F:34])([F:33])[F:32])[C:27]([F:30])([F:29])[F:28])=[CH:22][CH:21]=2)=[CH2:19])(=[O:17])=[O:16])=[CH:11][C:10]=1[CH3:36].[CH2:37]([N:44]([CH2:48][Si](C)(C)C)[CH2:45]OC)[C:38]1[CH:43]=[CH:42][CH:41]=[CH:40][CH:39]=1, predict the reaction product. The product is: [CH2:37]([N:44]1[CH2:48][CH2:19][C@@:18]([S:15]([C:12]2[CH:13]=[CH:14][C:9]([F:8])=[C:10]([CH3:36])[CH:11]=2)(=[O:17])=[O:16])([C:20]2[CH:25]=[CH:24][C:23]([C:26]([F:35])([C:27]([F:30])([F:28])[F:29])[C:31]([F:32])([F:33])[F:34])=[CH:22][CH:21]=2)[CH2:45]1)[C:38]1[CH:43]=[CH:42][CH:41]=[CH:40][CH:39]=1. (7) Given the reactants [C:1]([O:5][C:6]([N:8]1[CH2:13][CH2:12][NH:11][CH:10]([C:14](=[O:26])[NH:15][C:16]2[CH:25]=[CH:24][C:23]3[C:18](=[CH:19][CH:20]=[CH:21][CH:22]=3)[CH:17]=2)[CH2:9]1)=[O:7])([CH3:4])([CH3:3])[CH3:2].N1C=CC=CC=1.[Cl:33][CH2:34][C:35]1[CH:36]=[C:37]([CH:41]=[CH:42][CH:43]=1)[C:38](Cl)=[O:39], predict the reaction product. The product is: [C:1]([O:5][C:6]([N:8]1[CH2:13][CH2:12][N:11]([C:38](=[O:39])[C:37]2[CH:41]=[CH:42][CH:43]=[C:35]([CH2:34][Cl:33])[CH:36]=2)[CH:10]([C:14](=[O:26])[NH:15][C:16]2[CH:25]=[CH:24][C:23]3[C:18](=[CH:19][CH:20]=[CH:21][CH:22]=3)[CH:17]=2)[CH2:9]1)=[O:7])([CH3:4])([CH3:2])[CH3:3]. (8) Given the reactants [F:1][C:2]([F:23])([CH2:15][O:16][C:17]1[CH:22]=[CH:21][CH:20]=[CH:19][CH:18]=1)[CH2:3][CH2:4][C@@H:5]1[C@@H:12]2[C@@H:8]([O:9][C:10](=[O:13])[CH2:11]2)[CH2:7][C@H:6]1[OH:14].[O:24]1[CH:29]=[CH:28][CH2:27][CH2:26][CH2:25]1.C1(C)C=CC(S(O)(=O)=O)=CC=1, predict the reaction product. The product is: [F:23][C:2]([F:1])([CH2:15][O:16][C:17]1[CH:18]=[CH:19][CH:20]=[CH:21][CH:22]=1)[CH2:3][CH2:4][C@@H:5]1[C@@H:12]2[C@@H:8]([O:9][C:10](=[O:13])[CH2:11]2)[CH2:7][C@H:6]1[O:14][CH:25]1[CH2:26][CH2:27][CH2:28][CH2:29][O:24]1. (9) The product is: [CH3:1][O:2][C:3](=[O:13])[C:4]1[CH:9]=[CH:8][C:7]([CH2:10][CH3:11])=[C:6]([O:12][CH2:15][CH2:16][CH2:17][OH:18])[CH:5]=1. Given the reactants [CH3:1][O:2][C:3](=[O:13])[C:4]1[CH:9]=[CH:8][C:7]([CH2:10][CH3:11])=[C:6]([OH:12])[CH:5]=1.Br[CH2:15][CH2:16][CH2:17][OH:18].C([O-])([O-])=O.[K+].[K+].O, predict the reaction product. (10) Given the reactants [C:1](OC(=O)C)(=[O:3])[CH3:2].[OH:8][CH:9]([CH:14]([CH3:16])[CH3:15])[C:10](=[CH2:13])[C:11]#[N:12].[OH-].[Na+], predict the reaction product. The product is: [C:11]([C:10](=[CH2:13])[CH:9]([O:8][C:1](=[O:3])[CH3:2])[CH:14]([CH3:16])[CH3:15])#[N:12].